This data is from Forward reaction prediction with 1.9M reactions from USPTO patents (1976-2016). The task is: Predict the product of the given reaction. (1) Given the reactants [CH2:1]([C:4]1[O:8][C:7]([NH2:9])=[N:6][CH:5]=1)[CH2:2][CH3:3].[CH:10]1[C:23]2[CH:22]([C:24](Cl)=[O:25])[C:21]3[C:16](=[CH:17][CH:18]=[CH:19][CH:20]=3)[O:15][C:14]=2[CH:13]=[CH:12][CH:11]=1, predict the reaction product. The product is: [CH2:1]([C:4]1[O:8][C:7]([NH:9][C:24]([CH:22]2[C:23]3[CH:10]=[CH:11][CH:12]=[CH:13][C:14]=3[O:15][C:16]3[C:21]2=[CH:20][CH:19]=[CH:18][CH:17]=3)=[O:25])=[N:6][CH:5]=1)[CH2:2][CH3:3]. (2) Given the reactants [CH3:1][S:2]([C:5]1[CH:26]=[CH:25][C:8]([CH2:9][NH:10][C:11]([C:13]2[C:18](=[O:19])[C:17](Br)=[C:16]([CH3:21])[N:15]([CH:22]([CH3:24])[CH3:23])[CH:14]=2)=[O:12])=[CH:7][CH:6]=1)(=[O:4])=[O:3].[F:27][C:28]([F:39])([F:38])[C:29]1[CH:34]=[C:33](B(O)O)[CH:32]=[CH:31][N:30]=1.C([O-])([O-])=O.[K+].[K+], predict the reaction product. The product is: [CH3:1][S:2]([C:5]1[CH:26]=[CH:25][C:8]([CH2:9][NH:10][C:11]([C:13]2[C:18](=[O:19])[C:17]([C:33]3[CH:32]=[CH:31][N:30]=[C:29]([C:28]([F:39])([F:38])[F:27])[CH:34]=3)=[C:16]([CH3:21])[N:15]([CH:22]([CH3:24])[CH3:23])[CH:14]=2)=[O:12])=[CH:7][CH:6]=1)(=[O:4])=[O:3].